Dataset: Peptide-MHC class I binding affinity with 185,985 pairs from IEDB/IMGT. Task: Regression. Given a peptide amino acid sequence and an MHC pseudo amino acid sequence, predict their binding affinity value. This is MHC class I binding data. The peptide sequence is PLILAYFPVFRFL. The MHC is HLA-A30:01 with pseudo-sequence HLA-A30:01. The binding affinity (normalized) is 0.0622.